Task: Predict which catalyst facilitates the given reaction.. Dataset: Catalyst prediction with 721,799 reactions and 888 catalyst types from USPTO (1) Reactant: C([O:3][C:4](=[O:33])[CH:5]([O:30][CH2:31][CH3:32])[CH2:6][C:7]1[CH:12]=[CH:11][CH:10]=[C:9]([O:13][CH2:14][CH2:15][C:16]2[CH:21]=[CH:20][C:19]([NH:22][C:23]([O:25][C:26]([CH3:29])([CH3:28])[CH3:27])=[O:24])=[CH:18][CH:17]=2)[CH:8]=1)C.O.[OH-].[Li+]. Product: [C:26]([O:25][C:23]([NH:22][C:19]1[CH:18]=[CH:17][C:16]([CH2:15][CH2:14][O:13][C:9]2[CH:8]=[C:7]([CH2:6][CH:5]([O:30][CH2:31][CH3:32])[C:4]([OH:33])=[O:3])[CH:12]=[CH:11][CH:10]=2)=[CH:21][CH:20]=1)=[O:24])([CH3:29])([CH3:28])[CH3:27]. The catalyst class is: 30. (2) The catalyst class is: 11. Reactant: [NH2:1][C:2]1[C:7]([C:8]([NH:10][CH2:11][CH2:12][C:13]2[CH:18]=[CH:17][CH:16]=[CH:15][CH:14]=2)=[O:9])=[C:6]([C:19]([F:22])([F:21])[F:20])[N:5]=[CH:4][CH:3]=1.[CH3:23][C:24]1[N:25]([C:30]2[S:34][CH:33]=[N:32][C:31]=2[CH:35]=O)[C:26]([CH3:29])=[CH:27][CH:28]=1.CC1C=CC(S(O)(=O)=O)=CC=1. Product: [CH3:23][C:24]1[N:25]([C:30]2[S:34][CH:33]=[N:32][C:31]=2[C:35]2[N:10]([CH2:11][CH2:12][C:13]3[CH:18]=[CH:17][CH:16]=[CH:15][CH:14]=3)[C:8](=[O:9])[C:7]3[C:6]([C:19]([F:22])([F:20])[F:21])=[N:5][CH:4]=[CH:3][C:2]=3[N:1]=2)[C:26]([CH3:29])=[CH:27][CH:28]=1. (3) Product: [ClH:30].[C:19]1([CH:5]2[C:6]3([CH2:11][CH2:10][CH2:9][NH:8][CH2:7]3)[C:2](=[O:1])[N:3]([CH2:25][C:26]([F:28])([F:29])[F:27])[CH2:4]2)[CH:20]=[CH:21][CH:22]=[CH:23][CH:24]=1. The catalyst class is: 2. Reactant: [O:1]=[C:2]1[C:6]2([CH2:11][CH2:10][CH2:9][N:8](C(OC(C)(C)C)=O)[CH2:7]2)[CH:5]([C:19]2[CH:24]=[CH:23][CH:22]=[CH:21][CH:20]=2)[CH2:4][N:3]1[CH2:25][C:26]([F:29])([F:28])[F:27].[ClH:30].O1CCOCC1. (4) Reactant: Cl.[NH2:2][CH:3]1[C:12]2[C:7](=[CH:8][C:9]([O:13][CH3:14])=[CH:10][CH:11]=2)[O:6][CH:5]([C:15]([O:17][CH2:18][CH3:19])=[O:16])[CH2:4]1.C(N(CC)CC)C.[F:27][C:28]1([F:63])[O:32][C:31]2[CH:33]=[CH:34][C:35]([C:37]3([C:40](N[C@H]4C5C(=CC=CC=5)O[C@@H](C5C=C(C=CC=5)C(OC)=O)C4)=[O:41])[CH2:39][CH2:38]3)=[CH:36][C:30]=2[O:29]1. Product: [F:63][C:28]1([F:27])[O:32][C:31]2[CH:33]=[CH:34][C:35]([C:37]3([C:40]([NH:2][CH:3]4[C:12]5[C:7](=[CH:8][C:9]([O:13][CH3:14])=[CH:10][CH:11]=5)[O:6][CH:5]([C:15]([O:17][CH2:18][CH3:19])=[O:16])[CH2:4]4)=[O:41])[CH2:38][CH2:39]3)=[CH:36][C:30]=2[O:29]1. The catalyst class is: 2. (5) Reactant: [CH2:1]([O:3][C:4]([C:6]1[S:7][C:8]([S:29][CH3:30])=[C:9]([C:27]#[N:28])[C:10]=1[C:11]1[CH:16]=[CH:15][C:14]([O:17][CH2:18][CH2:19][NH:20]C(=O)C(C)(C)C)=[CH:13][CH:12]=1)=[O:5])[CH3:2].[F:31][C:32]([F:37])([F:36])[C:33]([OH:35])=[O:34]. Product: [F:31][C:32]([F:37])([F:36])[C:33]([OH:35])=[O:34].[CH2:1]([O:3][C:4]([C:6]1[S:7][C:8]([S:29][CH3:30])=[C:9]([C:27]#[N:28])[C:10]=1[C:11]1[CH:16]=[CH:15][C:14]([O:17][CH2:18][CH2:19][NH2:20])=[CH:13][CH:12]=1)=[O:5])[CH3:2]. The catalyst class is: 2. (6) Reactant: [Cl:1][C:2]1[CH:7]=[CH:6][C:5]([C@@:8]23[O:15][C@:12]([CH:16]([OH:23])[C:17]#[C:18][Si](C)(C)C)([CH2:13][O:14]2)[C@@H:11]([OH:24])[C@H:10]([OH:25])[C@H:9]3[OH:26])=[CH:4][C:3]=1[CH2:27][C:28]1[CH:33]=[CH:32][C:31]([O:34][CH2:35][CH3:36])=[CH:30][CH:29]=1.[OH-].[Na+].[Cl-].[NH4+]. Product: [Cl:1][C:2]1[CH:7]=[CH:6][C:5]([C@@:8]23[O:15][C@:12]([CH:16]([OH:23])[C:17]#[CH:18])([CH2:13][O:14]2)[C@@H:11]([OH:24])[C@H:10]([OH:25])[C@H:9]3[OH:26])=[CH:4][C:3]=1[CH2:27][C:28]1[CH:29]=[CH:30][C:31]([O:34][CH2:35][CH3:36])=[CH:32][CH:33]=1. The catalyst class is: 5. (7) Reactant: [Si:1]([O:8][CH:9]([CH3:40])[CH:10]([NH:17][C:18](=[O:39])[CH2:19][N:20]1[CH2:23][C:22]2([CH2:27][CH2:26][CH2:25][N:24]2C(OCC2C=CC=CC=2)=O)[C:21]1=[O:38])[C:11]1[N:16]=[CH:15][CH:14]=[CH:13][N:12]=1)([C:4]([CH3:7])([CH3:6])[CH3:5])([CH3:3])[CH3:2]. The catalyst class is: 99. Product: [Si:1]([O:8][CH:9]([CH3:40])[CH:10]([NH:17][C:18](=[O:39])[CH2:19][N:20]1[CH2:23][C:22]2([CH2:27][CH2:26][CH2:25][NH:24]2)[C:21]1=[O:38])[C:11]1[N:16]=[CH:15][CH:14]=[CH:13][N:12]=1)([C:4]([CH3:5])([CH3:6])[CH3:7])([CH3:2])[CH3:3]. (8) Reactant: [Cl:1][C:2]([Cl:26])([Cl:25])[CH2:3][O:4][C:5](=[O:24])[C:6]1[CH:11]=[CH:10][CH:9]=[CH:8][C:7]=1[CH2:12][S:13][C:14]1[CH:19]=[CH:18][CH:17]=[C:16](CC(O)=O)[CH:15]=1.SC1C=CC([CH2:34][C:35]([OH:37])=[O:36])=CC=1.ClC(Cl)(Cl)COC(=O)C1C=CC=CC=1CBr.C(=O)([O-])[O-].[Cs+].[Cs+]. Product: [Cl:26][C:2]([Cl:1])([Cl:25])[CH2:3][O:4][C:5](=[O:24])[C:6]1[CH:11]=[CH:10][CH:9]=[CH:8][C:7]=1[CH2:12][S:13][C:14]1[CH:15]=[CH:16][C:17]([CH2:34][C:35]([OH:37])=[O:36])=[CH:18][CH:19]=1. The catalyst class is: 3.